Dataset: Peptide-MHC class II binding affinity with 134,281 pairs from IEDB. Task: Regression. Given a peptide amino acid sequence and an MHC pseudo amino acid sequence, predict their binding affinity value. This is MHC class II binding data. (1) The peptide sequence is SSYAATEVANAAAGQ. The MHC is DRB1_1101 with pseudo-sequence DRB1_1101. The binding affinity (normalized) is 0.477. (2) The peptide sequence is RTGQIFKQTYSKFDT. The MHC is DRB1_0101 with pseudo-sequence DRB1_0101. The binding affinity (normalized) is 0.321. (3) The peptide sequence is YDKFLANVSTVLHGK. The MHC is DRB1_1602 with pseudo-sequence DRB1_1602. The binding affinity (normalized) is 0.859. (4) The peptide sequence is SHNVQGATVAVDCRP. The MHC is DRB1_0701 with pseudo-sequence DRB1_0701. The binding affinity (normalized) is 0.358. (5) The peptide sequence is AVVCGRRHGVRIRVR. The MHC is DRB1_1201 with pseudo-sequence DRB1_1201. The binding affinity (normalized) is 0.391. (6) The peptide sequence is DDRFGLALSHLNAMS. The MHC is DRB1_0801 with pseudo-sequence DRB1_0801. The binding affinity (normalized) is 0.588.